From a dataset of Reaction yield outcomes from USPTO patents with 853,638 reactions. Predict the reaction yield, written as a fraction of the theoretical maximum amount of product (1.0 means a 100% yield; for example, 0.34 means a 34% yield). The reactants are I[C:2]1[CH:9]=[C:8]([S:10]([F:15])([F:14])([F:13])([F:12])[F:11])[CH:7]=[C:4]([C:5]#[N:6])[C:3]=1[C:16]#[N:17].[C:18]1([OH:24])[CH:23]=[CH:22][CH:21]=[CH:20][CH:19]=1.C(=O)([O-])[O-].[Cs+].[Cs+].CN1CCCC1=O. The yield is 0.810. The catalyst is O. The product is [O:24]([C:2]1[CH:9]=[C:8]([S:10]([F:15])([F:14])([F:13])([F:12])[F:11])[CH:7]=[C:4]([C:5]#[N:6])[C:3]=1[C:16]#[N:17])[C:18]1[CH:23]=[CH:22][CH:21]=[CH:20][CH:19]=1.